Task: Predict the product of the given reaction.. Dataset: Forward reaction prediction with 1.9M reactions from USPTO patents (1976-2016) (1) Given the reactants [OH:1][C:2]1[CH:10]=[CH:9][C:8]([C:11]2[N:12]([C:27]([O:29][C:30]([CH3:33])([CH3:32])[CH3:31])=[O:28])[C:13]3[C:18]([CH:19]=2)=[CH:17][C:16]([CH2:20][N:21]2[CH2:26][CH2:25][CH2:24][CH2:23][CH2:22]2)=[CH:15][CH:14]=3)=[C:7]2[C:3]=1[CH2:4][NH:5][C:6]2=[O:34].C(N(CC)CC)C.[Cl:42][C:43]1[CH:48]=[C:47]([Cl:49])[CH:46]=[CH:45][C:44]=1[S:50](Cl)(=[O:52])=[O:51], predict the reaction product. The product is: [Cl:42][C:43]1[CH:48]=[C:47]([Cl:49])[CH:46]=[CH:45][C:44]=1[S:50]([O:1][C:2]1[CH:10]=[CH:9][C:8]([C:11]2[N:12]([C:27]([O:29][C:30]([CH3:31])([CH3:33])[CH3:32])=[O:28])[C:13]3[C:18]([CH:19]=2)=[CH:17][C:16]([CH2:20][N:21]2[CH2:26][CH2:25][CH2:24][CH2:23][CH2:22]2)=[CH:15][CH:14]=3)=[C:7]2[C:3]=1[CH2:4][NH:5][C:6]2=[O:34])(=[O:52])=[O:51]. (2) Given the reactants C(OC(N[C:9]1[CH:10]=[CH:11][C:12]([O:24][C:25]([F:28])([F:27])[F:26])=[C:13]([C:15]2[CH:20]=[CH:19][C:18]([C:21]([OH:23])=O)=[CH:17][CH:16]=2)[CH:14]=1)=O)(C)(C)C.[CH3:29][N:30]([CH3:48])[S:31]([N:34]1[CH2:39][CH2:38][N:37]([CH2:40][C:41]2[CH:46]=[CH:45][C:44]([NH2:47])=[CH:43][CH:42]=2)[CH2:36][CH2:35]1)(=[O:33])=[O:32].CCN=C=N[CH2:54][CH2:55][CH2:56]N(C)C.[CH:60]1C=CC2N(O)N=NC=2C=1.CN1CC[O:74][CH2:73]C1.[OH2:77], predict the reaction product. The product is: [C:55]([O:77][C:73]([C:9]1[CH:14]=[C:13]([C:15]2[CH:20]=[CH:19][C:18]([C:21](=[O:23])[NH:47][C:44]3[CH:45]=[CH:46][C:41]([CH2:40][N:37]4[CH2:36][CH2:35][N:34]([S:31](=[O:32])(=[O:33])[N:30]([CH3:48])[CH3:29])[CH2:39][CH2:38]4)=[CH:42][CH:43]=3)=[CH:17][CH:16]=2)[C:12]([O:24][C:25]([F:27])([F:28])[F:26])=[CH:11][CH:10]=1)=[O:74])([CH3:56])([CH3:60])[CH3:54]. (3) Given the reactants I[C:2]1[C:3]2[O:10][C:9]([C:11]3[CH:12]=[C:13]([NH2:19])[C:14]([O:17][CH3:18])=[N:15][CH:16]=3)=[CH:8][C:4]=2[CH:5]=[N:6][CH:7]=1.[CH3:20][C:21]1[CH:22]=[C:23](B(O)O)[CH:24]=[C:25]([CH3:29])[C:26]=1[O:27][CH3:28].C(=O)([O-])[O-].[Na+].[Na+], predict the reaction product. The product is: [CH3:18][O:17][C:14]1[C:13]([NH2:19])=[CH:12][C:11]([C:9]2[O:10][C:3]3[C:2]([C:23]4[CH:24]=[C:25]([CH3:29])[C:26]([O:27][CH3:28])=[C:21]([CH3:20])[CH:22]=4)=[CH:7][N:6]=[CH:5][C:4]=3[CH:8]=2)=[CH:16][N:15]=1. (4) Given the reactants O=C[C@H]([C@@H]([C@@H](CO)O)O)O.[O:11]=[CH:12][C@H:13]([C@@H:15]([C@@H:17]([C@H:19]([CH3:21])[OH:20])[OH:18])[OH:16])[OH:14].OCC([C@@H]([C@@H]([C@H](C)O)O)O)=O.OCC([C@H]([C@H]([C@@H](CO)O)O)O)=O, predict the reaction product. The product is: [OH:11][CH2:12][C:13]([C@H:15]([C@@H:17]([C@H:19]([CH3:21])[OH:20])[OH:18])[OH:16])=[O:14]. (5) The product is: [F:42][C:43]1[CH:48]=[CH:47][CH:46]=[CH:45][C:44]=1[C:2]1[CH:7]=[CH:6][N:5]=[C:4]([C:8]2[C:16]3[C:11](=[CH:12][CH:13]=[C:14]([C:17]4[O:21][C:20]([NH:22][CH2:23][C:24]5[CH:29]=[CH:28][C:27]([O:30][CH3:31])=[CH:26][CH:25]=5)=[N:19][N:18]=4)[CH:15]=3)[N:10]([S:32]([C:35]3[CH:41]=[CH:40][C:38]([CH3:39])=[CH:37][CH:36]=3)(=[O:34])=[O:33])[CH:9]=2)[N:3]=1. Given the reactants Cl[C:2]1[CH:7]=[CH:6][N:5]=[C:4]([C:8]2[C:16]3[C:11](=[CH:12][CH:13]=[C:14]([C:17]4[O:21][C:20]([NH:22][CH2:23][C:24]5[CH:29]=[CH:28][C:27]([O:30][CH3:31])=[CH:26][CH:25]=5)=[N:19][N:18]=4)[CH:15]=3)[N:10]([S:32]([C:35]3[CH:41]=[CH:40][C:38]([CH3:39])=[CH:37][CH:36]=3)(=[O:34])=[O:33])[CH:9]=2)[N:3]=1.[F:42][C:43]1[CH:48]=[CH:47][CH:46]=[CH:45][C:44]=1B(O)O.C([O-])([O-])=O.[K+].[K+], predict the reaction product. (6) Given the reactants Cl[CH2:2][C:3]1[CH:8]=[CH:7][CH:6]=[CH:5][N:4]=1.[OH:9][CH2:10][C:11]([NH:13][CH2:14][CH2:15][O:16][C:17]1[CH:26]=[CH:25][CH:24]=[C:23]2[C:18]=1[C:19]([NH:27][C:28]1[CH:33]=[CH:32][C:31]([OH:34])=[C:30]([CH3:35])[CH:29]=1)=[N:20][CH:21]=[N:22]2)=[O:12], predict the reaction product. The product is: [OH:9][CH2:10][C:11]([NH:13][CH2:14][CH2:15][O:16][C:17]1[CH:26]=[CH:25][CH:24]=[C:23]2[C:18]=1[C:19]([NH:27][C:28]1[CH:33]=[CH:32][C:31]([O:34][CH2:2][C:3]3[CH:8]=[CH:7][CH:6]=[CH:5][N:4]=3)=[C:30]([CH3:35])[CH:29]=1)=[N:20][CH:21]=[N:22]2)=[O:12]. (7) The product is: [CH3:1][O:2][C:3](=[O:24])[CH2:4][CH2:5][CH2:6][O:7][C:8]1[C:16]2[O:15][C:14]([NH:17][CH:18]3[CH2:19][CH2:20][N:21]([CH2:31][C:30]4[CH:33]=[CH:34][C:35]([O:36][CH3:37])=[C:28]([O:27][CH2:25][CH3:26])[CH:29]=4)[CH2:22][CH2:23]3)=[N:13][C:12]=2[CH:11]=[CH:10][CH:9]=1. Given the reactants [CH3:1][O:2][C:3](=[O:24])[CH2:4][CH2:5][CH2:6][O:7][C:8]1[C:16]2[O:15][C:14]([NH:17][CH:18]3[CH2:23][CH2:22][NH:21][CH2:20][CH2:19]3)=[N:13][C:12]=2[CH:11]=[CH:10][CH:9]=1.[CH2:25]([O:27][C:28]1[CH:29]=[C:30]([CH:33]=[CH:34][C:35]=1[O:36][CH3:37])[CH:31]=O)[CH3:26].C([BH3-])#N.[Na+].C(N(C(C)C)C(C)C)C, predict the reaction product.